From a dataset of Merck oncology drug combination screen with 23,052 pairs across 39 cell lines. Regression. Given two drug SMILES strings and cell line genomic features, predict the synergy score measuring deviation from expected non-interaction effect. (1) Drug 1: O=c1[nH]cc(F)c(=O)[nH]1. Drug 2: CCN(CC)CCNC(=O)c1c(C)[nH]c(C=C2C(=O)Nc3ccc(F)cc32)c1C. Cell line: KPL1. Synergy scores: synergy=7.23. (2) Drug 1: N.N.O=C(O)C1(C(=O)O)CCC1.[Pt]. Drug 2: C#Cc1cccc(Nc2ncnc3cc(OCCOC)c(OCCOC)cc23)c1. Cell line: T47D. Synergy scores: synergy=-27.8.